This data is from Reaction yield outcomes from USPTO patents with 853,638 reactions. The task is: Predict the reaction yield, written as a fraction of the theoretical maximum amount of product (1.0 means a 100% yield; for example, 0.34 means a 34% yield). The reactants are [Cl:1][C:2]1[CH:7]=[CH:6][CH:5]=[CH:4][C:3]=1[NH:8][C:9]1[C:18]2[C:17](=O)[O:16][N:15]=[C:14]([CH3:20])[C:13]=2[CH:12]=[C:11]([F:21])[C:10]=1[F:22]. The catalyst is CC(O)=O.[Zn]. The product is [Cl:1][C:2]1[CH:7]=[CH:6][CH:5]=[CH:4][C:3]=1[NH:8][C:9]1[C:10]([F:22])=[C:11]([F:21])[CH:12]=[C:13]2[C:18]=1[C:17](=[O:16])[NH:15][CH:14]2[CH3:20]. The yield is 0.740.